From a dataset of Reaction yield outcomes from USPTO patents with 853,638 reactions. Predict the reaction yield, written as a fraction of the theoretical maximum amount of product (1.0 means a 100% yield; for example, 0.34 means a 34% yield). The reactants are [Cl:1][C:2]1[C:3]([O:29][CH2:30][CH2:31][CH3:32])=[C:4]([CH:26]=[CH:27][CH:28]=1)[CH2:5][N:6]([CH3:25])[C:7](=[O:24])/[CH:8]=[CH:9]/[C:10]1[CH:23]=[N:22][C:13]2[NH:14][C:15](=[O:21])[C:16]([CH3:20])([CH3:19])[NH:17][CH2:18][C:12]=2[CH:11]=1.Cl. The catalyst is C(Cl)Cl.C(OCC)C. The product is [ClH:1].[Cl:1][C:2]1[C:3]([O:29][CH2:30][CH2:31][CH3:32])=[C:4]([CH:26]=[CH:27][CH:28]=1)[CH2:5][N:6]([CH3:25])[C:7](=[O:24])/[CH:8]=[CH:9]/[C:10]1[CH:23]=[N:22][C:13]2[NH:14][C:15](=[O:21])[C:16]([CH3:19])([CH3:20])[NH:17][CH2:18][C:12]=2[CH:11]=1. The yield is 0.790.